Dataset: NCI-60 drug combinations with 297,098 pairs across 59 cell lines. Task: Regression. Given two drug SMILES strings and cell line genomic features, predict the synergy score measuring deviation from expected non-interaction effect. (1) Drug 1: C1=C(C(=O)NC(=O)N1)F. Drug 2: CC12CCC3C(C1CCC2OP(=O)(O)O)CCC4=C3C=CC(=C4)OC(=O)N(CCCl)CCCl.[Na+]. Cell line: RXF 393. Synergy scores: CSS=31.1, Synergy_ZIP=-7.61, Synergy_Bliss=-3.14, Synergy_Loewe=-14.8, Synergy_HSA=-1.37. (2) Drug 1: C1=C(C(=O)NC(=O)N1)F. Drug 2: CCC1(C2=C(COC1=O)C(=O)N3CC4=CC5=C(C=CC(=C5CN(C)C)O)N=C4C3=C2)O.Cl. Cell line: NCI-H322M. Synergy scores: CSS=37.1, Synergy_ZIP=5.22, Synergy_Bliss=6.63, Synergy_Loewe=6.15, Synergy_HSA=6.18.